Dataset: Forward reaction prediction with 1.9M reactions from USPTO patents (1976-2016). Task: Predict the product of the given reaction. The product is: [CH3:27][NH:28][C:29]([N:31]1[C:39]2[C:34](=[CH:35][C:36]([NH:40][C:2]3[CH:7]=[CH:6][N:5]=[C:4]([NH:8][C:9]([NH:11][CH2:12][CH2:13][CH2:14][N:15]([CH2:18][CH3:19])[CH2:16][CH3:17])=[O:10])[CH:3]=3)=[CH:37][CH:38]=2)[CH:33]=[CH:32]1)=[O:30]. Given the reactants Cl[C:2]1[CH:7]=[CH:6][N:5]=[C:4]([NH:8][C:9]([NH:11][CH2:12][CH2:13][CH2:14][N:15]([CH2:18][CH3:19])[CH2:16][CH3:17])=[O:10])[CH:3]=1.Cl.N1C=CC=CC=1.[CH3:27][NH:28][C:29]([N:31]1[C:39]2[C:34](=[CH:35][C:36]([NH2:40])=[CH:37][CH:38]=2)[CH:33]=[CH:32]1)=[O:30].C(OCC)(=O)C, predict the reaction product.